Dataset: Full USPTO retrosynthesis dataset with 1.9M reactions from patents (1976-2016). Task: Predict the reactants needed to synthesize the given product. (1) Given the product [NH2:28][CH:31]1[CH2:53][CH2:54][N:56]([C:14]2[N:13]=[C:12]3[C:11]([C:41](=[O:48])[C:42]([C:45]([NH:34][C:35]4[CH:40]=[CH:39][CH:38]=[CH:37][CH:36]=4)=[O:46])=[CH:43][NH:8]3)=[CH:16][C:15]=2[F:1])[CH2:58]1, predict the reactants needed to synthesize it. The reactants are: [F:1][P-](F)(F)(F)(F)F.[N:8]1(OC(N(C)C)=[N+](C)C)[C:12]2[N:13]=[CH:14][CH:15]=[CH:16][C:11]=2N=N1.C([N:28]([CH:31](C)C)CC)(C)C.[NH2:34][C:35]1[CH:40]=[CH:39][CH:38]=[CH:37][CH:36]=1.[CH2:41]([OH:48])[C:42](N)([CH2:45][OH:46])[CH2:43]O.C(=O)([O-])[O-].[CH3:53][C:54]([N:56]([CH3:58])C)=O. (2) The reactants are: [C:1]([O:5][C:6](=[O:30])[NH:7][CH:8]1[CH2:13][CH2:12][CH:11]([NH:14][CH2:15][C:16]2[CH:21]=[C:20]([C:22]3[CH:27]=[CH:26][N:25]=[CH:24][CH:23]=3)[CH:19]=[CH:18][C:17]=2[O:28][CH3:29])[CH2:10][CH2:9]1)([CH3:4])([CH3:3])[CH3:2].[Cl:31][C:32]1[C:33]2[C:43]([F:44])=[CH:42][CH:41]=[C:40]([F:45])[C:34]=2[S:35][C:36]=1[C:37](Cl)=[O:38]. Given the product [C:1]([O:5][C:6](=[O:30])[NH:7][CH:8]1[CH2:9][CH2:10][CH:11]([N:14]([C:37]([C:36]2[S:35][C:34]3[C:40]([F:45])=[CH:41][CH:42]=[C:43]([F:44])[C:33]=3[C:32]=2[Cl:31])=[O:38])[CH2:15][C:16]2[CH:21]=[C:20]([C:22]3[CH:23]=[CH:24][N:25]=[CH:26][CH:27]=3)[CH:19]=[CH:18][C:17]=2[O:28][CH3:29])[CH2:12][CH2:13]1)([CH3:4])([CH3:3])[CH3:2], predict the reactants needed to synthesize it. (3) Given the product [F:1][C:2]1[CH:3]=[CH:4][C:5]([C:8]2[O:9][C:10]3[CH:20]=[CH:19][C:18]([C:21]4[CH:29]=[C:25]([C:26](=[O:27])[NH:42][C:39]5([C:37]6[O:38][C:34]([CH3:33])=[CH:35][N:36]=6)[CH2:41][CH2:40]5)[C:24]([O:30][CH3:31])=[CH:23][C:22]=4[CH3:32])=[CH:17][C:11]=3[C:12]=2[C:13]([NH:14][CH3:15])=[O:16])=[CH:6][CH:7]=1, predict the reactants needed to synthesize it. The reactants are: [F:1][C:2]1[CH:7]=[CH:6][C:5]([C:8]2[O:9][C:10]3[CH:20]=[CH:19][C:18]([C:21]4[C:22]([CH3:32])=[CH:23][C:24]([O:30][CH3:31])=[C:25]([CH:29]=4)[C:26](O)=[O:27])=[CH:17][C:11]=3[C:12]=2[C:13](=[O:16])[NH:14][CH3:15])=[CH:4][CH:3]=1.[CH3:33][C:34]1[O:38][C:37]([C:39]2([NH2:42])[CH2:41][CH2:40]2)=[N:36][CH:35]=1.C1C=CC2N(O)N=NC=2C=1.CCN=C=NCCCN(C)C.Cl.C(N(C(C)C)CC)(C)C. (4) Given the product [O:30]=[C:29]([CH3:28])[CH2:31][CH2:32][C:2]1[N:3]=[CH:4][C:5]([NH:8][C:9](=[O:27])[CH:10]([NH:14][CH:15]2[CH2:24][CH2:23][C:22]3[C:17](=[C:18]([F:26])[CH:19]=[C:20]([F:25])[CH:21]=3)[CH2:16]2)[CH2:11][CH2:12][CH3:13])=[N:6][CH:7]=1, predict the reactants needed to synthesize it. The reactants are: Br[C:2]1[N:3]=[CH:4][C:5]([NH:8][C:9](=[O:27])[CH:10]([NH:14][CH:15]2[CH2:24][CH2:23][C:22]3[C:17](=[C:18]([F:26])[CH:19]=[C:20]([F:25])[CH:21]=3)[CH2:16]2)[CH2:11][CH2:12][CH3:13])=[N:6][CH:7]=1.[CH3:28][C:29]([CH:31]=[CH2:32])=[O:30].C(N(C(C)C)CC)(C)C. (5) Given the product [C:1]1([CH:8]([C:15]2[CH:20]=[CH:19][CH:18]=[CH:17][N:16]=2)[CH3:9])[CH:6]=[CH:5][CH:4]=[CH:3][CH:2]=1, predict the reactants needed to synthesize it. The reactants are: [C:1]1([Li])[CH:6]=[CH:5][CH:4]=[CH:3][CH:2]=1.[CH2:8]([C:15]1[CH:20]=[CH:19][CH:18]=[CH:17][N:16]=1)[C:9]1C=CC=CC=1.IC.[Cl-].[NH4+]. (6) Given the product [CH2:7]([C:8]1[CH:9]=[CH:10][CH:11]=[CH:12][C:13]=1[O:14][CH2:16][CH2:17][CH2:18][OH:19])[C:4]1[CH:3]=[CH:2][CH:1]=[CH:6][CH:5]=1, predict the reactants needed to synthesize it. The reactants are: [CH:1]1[CH:6]=[CH:5][C:4]([CH2:7][C:8]2[C:13]([OH:14])=[CH:12][CH:11]=[CH:10][CH:9]=2)=[CH:3][CH:2]=1.Br[CH2:16][CH2:17][CH2:18][OH:19].